From a dataset of Reaction yield outcomes from USPTO patents with 853,638 reactions. Predict the reaction yield, written as a fraction of the theoretical maximum amount of product (1.0 means a 100% yield; for example, 0.34 means a 34% yield). (1) The reactants are C([O:5][C:6](=O)[N:7]([O:34][CH2:35][C:36]1[CH:41]=[CH:40][CH:39]=[CH:38][CH:37]=1)[CH2:8][C@@H:9]([C:14]([N:16]1[CH2:21][CH2:20][N:19]([C:22]2[CH:27]=[CH:26][C:25]([C:28]3[CH:33]=[CH:32][CH:31]=[CH:30][CH:29]=3)=[CH:24][CH:23]=2)[CH2:18][CH2:17]1)=[O:15])[CH2:10][CH:11]([CH3:13])[CH3:12])(C)(C)C.C(O)=O.C(OC(=O)C)(=O)C. No catalyst specified. The product is [CH2:35]([O:34][N:7]([CH2:8][C@@H:9]([C:14]([N:16]1[CH2:21][CH2:20][N:19]([C:22]2[CH:23]=[CH:24][C:25]([C:28]3[CH:33]=[CH:32][CH:31]=[CH:30][CH:29]=3)=[CH:26][CH:27]=2)[CH2:18][CH2:17]1)=[O:15])[CH2:10][CH:11]([CH3:13])[CH3:12])[CH:6]=[O:5])[C:36]1[CH:41]=[CH:40][CH:39]=[CH:38][CH:37]=1. The yield is 0.520. (2) The reactants are [NH2:1][C@H:2]([CH3:22])[CH2:3][NH:4][C:5]1[CH:9]=[C:8]([C:10]2[CH:15]=[CH:14][N:13]=[C:12]([Cl:16])[CH:11]=2)[S:7][C:6]=1[C:17](OCC)=[O:18].[O-]CC.[Na+]. The catalyst is C(O)C.O. The product is [Cl:16][C:12]1[CH:11]=[C:10]([C:8]2[S:7][C:6]3[C:17](=[O:18])[NH:1][C@H:2]([CH3:22])[CH2:3][NH:4][C:5]=3[CH:9]=2)[CH:15]=[CH:14][N:13]=1. The yield is 0.220. (3) The reactants are [CH3:1][C@@H:2]1[CH2:6][CH2:5][CH2:4][NH:3]1.Br[CH2:8][CH2:9][CH2:10][Cl:11]. The catalyst is CC(C)=O.[OH-].[Na+]. The product is [Cl:11][CH2:10][CH2:9][CH2:8][N:3]1[CH2:4][CH2:5][CH2:6][C@H:2]1[CH3:1]. The yield is 0.520.